From a dataset of Peptide-MHC class II binding affinity with 134,281 pairs from IEDB. Regression. Given a peptide amino acid sequence and an MHC pseudo amino acid sequence, predict their binding affinity value. This is MHC class II binding data. The peptide sequence is WITQCFLPVFLAQPPSGQRR. The MHC is HLA-DQA10101-DQB10501 with pseudo-sequence HLA-DQA10101-DQB10501. The binding affinity (normalized) is 0.396.